This data is from Forward reaction prediction with 1.9M reactions from USPTO patents (1976-2016). The task is: Predict the product of the given reaction. (1) Given the reactants [CH:1](/[C:9]1[N:10]=[C:11]2[CH:17]=[CH:16][N:15]([S:18]([C:21]3[CH:27]=[CH:26][C:24]([CH3:25])=[CH:23][CH:22]=3)(=[O:20])=[O:19])[C:12]2=[N:13][CH:14]=1)=C\C1C=CC=CC=1.[O:28]1CCOCC1, predict the reaction product. The product is: [S:18]([N:15]1[C:12]2=[N:13][CH:14]=[C:9]([CH:1]=[O:28])[N:10]=[C:11]2[CH:17]=[CH:16]1)([C:21]1[CH:27]=[CH:26][C:24]([CH3:25])=[CH:23][CH:22]=1)(=[O:20])=[O:19]. (2) Given the reactants [CH2:1]([O:5][C:6]1[N:14]=[C:13]2[C:9]([N:10]=[C:11](Cl)[N:12]2[CH2:15][CH:16]2[O:21][CH2:20][CH2:19][N:18]([CH2:22][C:23]([O:25][CH3:26])=[O:24])[CH2:17]2)=[C:8]([NH2:28])[N:7]=1)[CH2:2][CH2:3][CH3:4].[OH-:29].[Na+], predict the reaction product. The product is: [CH2:1]([O:5][C:6]1[N:14]=[C:13]2[C:9]([NH:10][C:11](=[O:29])[N:12]2[CH2:15][CH:16]2[O:21][CH2:20][CH2:19][N:18]([CH2:22][C:23]([O:25][CH3:26])=[O:24])[CH2:17]2)=[C:8]([NH2:28])[N:7]=1)[CH2:2][CH2:3][CH3:4]. (3) The product is: [NH2:19][CH2:20][C:21]1[CH:26]=[CH:25][C:24]([CH2:27][C@H:28]([NH:32][C:58]([NH:57][CH:56]([C:60]2[CH:65]=[CH:64][CH:63]=[CH:62][CH:61]=2)[C:50]2[CH:51]=[CH:52][CH:53]=[CH:54][CH:55]=2)=[O:59])[C:29]([NH:11][C:8]2[CH:7]=[CH:6][C:5]([C:1]([CH3:4])([CH3:2])[CH3:3])=[CH:10][CH:9]=2)=[O:30])=[CH:23][CH:22]=1. Given the reactants [C:1]([C:5]1[CH:10]=[CH:9][C:8]([NH2:11])=[CH:7][CH:6]=1)([CH3:4])([CH3:3])[CH3:2].C(OC([NH:19][CH2:20][C:21]1[CH:26]=[CH:25][C:24]([CH2:27][C@H:28]([NH:32]C(OCC2C3C=CC=CC=3C3C2=CC=CC=3)=O)[C:29](O)=[O:30])=[CH:23][CH:22]=1)=O)(C)(C)C.[C:50]1([CH:56]([C:60]2[CH:65]=[CH:64][CH:63]=[CH:62][CH:61]=2)[N:57]=[C:58]=[O:59])[CH:55]=[CH:54][CH:53]=[CH:52][CH:51]=1, predict the reaction product. (4) Given the reactants C(OC(=O)[NH:7][C:8]([C:10]1[CH:15]=[CH:14][C:13]([CH2:16][NH:17][C:18](=[O:32])[C@H:19]([C:22]2[C:27]([F:28])=[CH:26][C:25]([O:29][CH3:30])=[CH:24][C:23]=2[F:31])[O:20][CH3:21])=[CH:12][CH:11]=1)=[NH:9])(C)(C)C.C(O)=O, predict the reaction product. The product is: [C:8]([C:10]1[CH:11]=[CH:12][C:13]([CH2:16][NH:17][C:18](=[O:32])[C@H:19]([C:22]2[C:27]([F:28])=[CH:26][C:25]([O:29][CH3:30])=[CH:24][C:23]=2[F:31])[O:20][CH3:21])=[CH:14][CH:15]=1)(=[NH:7])[NH2:9].